Regression/Classification. Given a drug SMILES string, predict its absorption, distribution, metabolism, or excretion properties. Task type varies by dataset: regression for continuous measurements (e.g., permeability, clearance, half-life) or binary classification for categorical outcomes (e.g., BBB penetration, CYP inhibition). Dataset: cyp2c9_veith. From a dataset of CYP2C9 inhibition data for predicting drug metabolism from PubChem BioAssay. (1) The result is 0 (non-inhibitor). The compound is COc1ccc2cc1Oc1ccc(cc1)C[C@H]1c3cc(c(OC)cc3CCN1C)Oc1c(OC)c(OC)cc3c1[C@@H](C2)N(C)CC3. (2) The molecule is CC(C)(C)C(=O)N1CCC(O)(CS(=O)(=O)Cc2ccc(Cl)cc2)CC1. The result is 0 (non-inhibitor). (3) The molecule is CC[N+](CC)(CCNC(=O)C(=O)NCC[N+](CC)(CC)Cc1ccccc1Cl)Cc1ccccc1Cl. The result is 0 (non-inhibitor).